From a dataset of Full USPTO retrosynthesis dataset with 1.9M reactions from patents (1976-2016). Predict the reactants needed to synthesize the given product. (1) Given the product [CH3:11][O:12][C:13]1[CH:14]=[C:15]2[C:19](=[CH:20][CH:21]=1)[NH:18][C:17](=[O:22])[C@:16]12[CH2:4][C@H:23]1[C:24]1[CH:32]=[C:31]2[C:27]([C:28](/[CH:33]=[CH:34]/[C:35]3[CH:36]=[N:37][C:38]([N:41]4[CH2:46][CH2:45][N:44]([CH3:47])[CH2:43][CH2:42]4)=[CH:39][CH:40]=3)=[N:29][NH:30]2)=[CH:26][CH:25]=1, predict the reactants needed to synthesize it. The reactants are: [H-].[Na+].[I-].[CH3:4][S+](C)(C)=O.Cl.Cl.[CH3:11][O:12][C:13]1[CH:14]=[C:15]2[C:19](=[CH:20][CH:21]=1)[NH:18][C:17](=[O:22])[C:16]2=[CH:23][C:24]1[CH:32]=[C:31]2[C:27]([C:28](/[CH:33]=[CH:34]/[C:35]3[CH:36]=[N:37][C:38]([N:41]4[CH2:46][CH2:45][N:44]([CH3:47])[CH2:43][CH2:42]4)=[CH:39][CH:40]=3)=[N:29][NH:30]2)=[CH:26][CH:25]=1. (2) Given the product [C:14]([OH:26])(=[O:28])[CH3:15].[NH2:17][CH2:18][C:19]1[CH:24]=[CH:23][C:22]([C:2]2[CH:3]=[N:4][N:5]3[CH:10]=[CH:9][C:8]([NH:11][CH2:12][CH2:13][CH2:14][CH3:15])=[N:7][C:6]=23)=[CH:21][CH:20]=1, predict the reactants needed to synthesize it. The reactants are: Br[C:2]1[CH:3]=[N:4][N:5]2[CH:10]=[CH:9][C:8]([NH:11][CH2:12][CH2:13][CH2:14][CH3:15])=[N:7][C:6]=12.Cl.[NH2:17][CH2:18][C:19]1[CH:24]=[CH:23][C:22](B(O)[OH:26])=[CH:21][CH:20]=1.[OH2:28].[O-]P([O-])([O-])=O.[K+].[K+].[K+].ClCCl.N#N. (3) The reactants are: [C:1]([C:3]1[C:4](=[C:11]([C:14]#[N:15])[C:12]#[N:13])[O:5][C:6]([CH3:10])([CH3:9])[C:7]=1[CH3:8])#[N:2].[C:16]([SiH2:20][O:21][C:22]([CH3:49])([CH3:48])[CH:23]1[CH2:28][O:27][C:26]2=[C:29]([CH:34]=[CH:35][C:36]3[CH:41]=[CH:40][C:39]([N:42]([CH2:46][CH3:47])[CH2:43][CH2:44][OH:45])=[CH:38][CH:37]=3)[S:30][C:31]([CH:32]=O)=[C:25]2[O:24]1)([CH3:19])([CH3:18])[CH3:17].O. Given the product [C:16]([SiH2:20][O:21][C:22]([CH3:48])([CH3:49])[CH:23]1[CH2:28][O:27][C:26]2=[C:29]([CH:34]=[CH:35][C:36]3[CH:37]=[CH:38][C:39]([N:42]([CH2:46][CH3:47])[CH2:43][CH2:44][OH:45])=[CH:40][CH:41]=3)[S:30][C:31]([CH:32]=[CH:8][C:7]3[C:6]([CH3:9])([CH3:10])[O:5][C:4](=[C:11]([C:12]#[N:13])[C:14]#[N:15])[C:3]=3[C:1]#[N:2])=[C:25]2[O:24]1)([CH3:17])([CH3:19])[CH3:18], predict the reactants needed to synthesize it. (4) Given the product [N:62]1([O:12][C:11](=[O:13])[C:10]([C:14]2[CH:15]=[CH:16][C:17]([O:20][C:21]3[CH:26]=[CH:25][C:24]([CH2:27][CH:28]4[S:32][C:31](=[O:33])[NH:30][C:29]4=[O:34])=[CH:23][CH:22]=3)=[CH:18][CH:19]=2)=[CH:9][C:4]2[CH:3]=[C:2]([CH3:1])[CH:7]=[C:6]([CH3:8])[CH:5]=2)[C:57]2[CH:58]=[CH:59][CH:60]=[CH:61][C:56]=2[N:55]=[N:63]1, predict the reactants needed to synthesize it. The reactants are: [CH3:1][C:2]1[CH:3]=[C:4]([CH:9]=[C:10]([C:14]2[CH:19]=[CH:18][C:17]([O:20][C:21]3[CH:26]=[CH:25][C:24]([CH2:27][CH:28]4[S:32][C:31](=[O:33])[NH:30][C:29]4=[O:34])=[CH:23][CH:22]=3)=[CH:16][CH:15]=2)[C:11]([OH:13])=[O:12])[CH:5]=[C:6]([CH3:8])[CH:7]=1.C(N(CC)C(C)C)(C)C.CN([P+](O[N:55]1[N:63]=[N:62][C:57]2[CH:58]=[CH:59][CH:60]=[CH:61][C:56]1=2)(N(C)C)N(C)C)C.F[P-](F)(F)(F)(F)F. (5) Given the product [CH2:1]([O:3][C:4]1([C:7]2[CH:12]=[CH:11][C:10]([C:13]#[CH:14])=[CH:9][C:8]=2[CH:19]([CH3:20])[CH3:21])[CH2:6][CH2:5]1)[CH3:2], predict the reactants needed to synthesize it. The reactants are: [CH2:1]([O:3][C:4]1([C:7]2[CH:12]=[CH:11][C:10]([C:13]#[C:14][Si](C)(C)C)=[CH:9][C:8]=2[CH:19]([CH3:21])[CH3:20])[CH2:6][CH2:5]1)[CH3:2].C(=O)([O-])[O-].[K+].[K+]. (6) The reactants are: [CH:1]([C:4]1[CH:9]=[CH:8][C:7]([CH2:10][CH2:11][NH2:12])=[C:6]([N+:13]([O-:15])=[O:14])[CH:5]=1)([CH3:3])[CH3:2].[C:16](O[C:16]([O:18][C:19]([CH3:22])([CH3:21])[CH3:20])=[O:17])([O:18][C:19]([CH3:22])([CH3:21])[CH3:20])=[O:17]. Given the product [CH:1]([C:4]1[CH:9]=[CH:8][C:7]([CH2:10][CH2:11][NH:12][C:16](=[O:17])[O:18][C:19]([CH3:22])([CH3:21])[CH3:20])=[C:6]([N+:13]([O-:15])=[O:14])[CH:5]=1)([CH3:3])[CH3:2], predict the reactants needed to synthesize it.